This data is from Reaction yield outcomes from USPTO patents with 853,638 reactions. The task is: Predict the reaction yield, written as a fraction of the theoretical maximum amount of product (1.0 means a 100% yield; for example, 0.34 means a 34% yield). (1) The reactants are [Cl:1][C:2]1[N:3]=[C:4](Cl)[C:5]2[CH2:10][CH2:9][CH:8]([C:11]3[CH:16]=[C:15]([F:17])[CH:14]=[C:13]([F:18])[CH:12]=3)[C:6]=2[N:7]=1.[CH3:20][NH2:21]. The catalyst is CO. The product is [Cl:1][C:2]1[N:3]=[C:4]([NH:21][CH3:20])[C:5]2[CH2:10][CH2:9][CH:8]([C:11]3[CH:16]=[C:15]([F:17])[CH:14]=[C:13]([F:18])[CH:12]=3)[C:6]=2[N:7]=1. The yield is 0.305. (2) The reactants are Cl[CH2:2][C:3]([C:5]1[CH:6]=[N:7][C:8]([N:11]2[C:15]([CH3:16])=[CH:14][CH:13]=[C:12]2[CH3:17])=[CH:9][CH:10]=1)=[O:4].[BH4-].[Na+].[OH-].[Na+].CCCCC. The catalyst is C1COCC1. The product is [CH3:17][C:12]1[N:11]([C:8]2[CH:9]=[CH:10][C:5]([CH:3]3[CH2:2][O:4]3)=[CH:6][N:7]=2)[C:15]([CH3:16])=[CH:14][CH:13]=1. The yield is 0.780. (3) The reactants are C1([C@H]([NH:9][C@@H:10]2[CH2:15][CH2:14][N:13]([C:16]([O:18][C:19]([CH3:22])([CH3:21])[CH3:20])=[O:17])[CH2:12][C@@H:11]2[C:23]([O:25][CH2:26][CH3:27])=[O:24])C)C=CC=CC=1.C([O-])=O.[NH4+]. The yield is 0.960. The product is [NH2:9][C@@H:10]1[CH2:15][CH2:14][N:13]([C:16]([O:18][C:19]([CH3:20])([CH3:21])[CH3:22])=[O:17])[CH2:12][C@@H:11]1[C:23]([O:25][CH2:26][CH3:27])=[O:24]. The catalyst is CCO.[Pd]. (4) The reactants are N[C:2]1[CH:7]=[CH:6][C:5]([C:8]2[C@H:9]([CH3:15])[CH2:10][C:11](=[O:14])[NH:12][N:13]=2)=[CH:4][CH:3]=1.N([O-])=O.[Na+].[ClH:20]. The catalyst is O.Cl[Cu]. The product is [Cl:20][C:2]1[CH:3]=[CH:4][C:5]([C:8]2[C:9]([CH3:10])([CH3:15])[C:11](=[O:14])[NH:12][N:13]=2)=[CH:6][CH:7]=1. The yield is 0.770. (5) The reactants are [C:1]([O:10]C)(=O)[C:2]1[C:3](=[CH:5][CH:6]=[CH:7][CH:8]=1)[SH:4].[C:12]([C:14]1[CH:19]=[CH:18][CH:17]=[C:16]([O:20][CH3:21])[N:15]=1)#[N:13].C(N(CC)CC)C. The catalyst is C1(C)C=CC=CC=1. The product is [CH3:21][O:20][C:16]1[N:15]=[C:14]([C:12]2[S:4][C:3]3[CH:5]=[CH:6][CH:7]=[CH:8][C:2]=3[C:1](=[O:10])[N:13]=2)[CH:19]=[CH:18][CH:17]=1. The yield is 0.130. (6) The product is [C:7]([C:10]1[C:11]([O:20][CH3:21])=[C:12]([C:29]2[CH:28]=[CH:27][C:26]([C:24]([N:23]([CH3:35])[CH3:22])=[O:25])=[N:31][CH:30]=2)[C:13]([C:14]#[N:15])=[C:16]([Cl:18])[CH:17]=1)(=[O:9])[CH3:8]. The catalyst is O.C(#N)C.C1C=CC(P(C2C=CC=CC=2)[C-]2C=CC=C2)=CC=1.C1C=CC(P(C2C=CC=CC=2)[C-]2C=CC=C2)=CC=1.Cl[Pd]Cl.[Fe+2]. The reactants are C(=O)([O-])[O-].[Na+].[Na+].[C:7]([C:10]1[CH:17]=[C:16]([Cl:18])[C:13]([C:14]#[N:15])=[C:12](Br)[C:11]=1[O:20][CH3:21])(=[O:9])[CH3:8].[CH3:22][N:23]([CH3:35])[C:24]([C:26]1[N:31]=[CH:30][C:29](B(O)O)=[CH:28][CH:27]=1)=[O:25].N#N.ClCCl. The yield is 0.710.